Dataset: Full USPTO retrosynthesis dataset with 1.9M reactions from patents (1976-2016). Task: Predict the reactants needed to synthesize the given product. Given the product [NH2:16][C:17]1[CH:22]=[CH:21][C:20]([C:2]2[CH:15]=[CH:14][CH:13]=[CH:12][C:3]=2[CH2:4][NH:5][C:6](=[O:11])[C:7]([F:10])([F:9])[F:8])=[CH:19][CH:18]=1, predict the reactants needed to synthesize it. The reactants are: Br[C:2]1[CH:15]=[CH:14][CH:13]=[CH:12][C:3]=1[CH2:4][NH:5][C:6](=[O:11])[C:7]([F:10])([F:9])[F:8].[NH2:16][C:17]1[CH:22]=[CH:21][CH:20]=[CH:19][CH:18]=1.C1C=CC(P(C2C=CC=CC=2)C2C=CC=CC=2)=CC=1.C([O-])([O-])=O.[K+].[K+].